From a dataset of Catalyst prediction with 721,799 reactions and 888 catalyst types from USPTO. Predict which catalyst facilitates the given reaction. (1) The catalyst class is: 135. Reactant: [CH3:1][C:2]1[CH:7]=[CH:6][C:5]([CH3:8])=[CH:4][C:3]=1[S:9]([NH:12][C@H:13]1[CH2:17][N:16]([C:18](OC(C)(C)C)=O)[C@@H:15]([CH3:25])[CH2:14]1)(=[O:11])=[O:10].Cl.CC[N:29](C(C)C)C(C)C.BrC#N.C(O)C(N)(CO)CO. Product: [C:18]([N:16]1[C@@H:15]([CH3:25])[CH2:14][C@@H:13]([NH:12][S:9]([C:3]2[CH:4]=[C:5]([CH3:8])[CH:6]=[CH:7][C:2]=2[CH3:1])(=[O:11])=[O:10])[CH2:17]1)#[N:29]. (2) Reactant: [N:1]12[CH2:8][CH2:7][C:4]([C:9]([C:17]3[CH:22]=[CH:21][CH:20]=[CH:19][CH:18]=3)([C:11]3[CH:16]=[CH:15][CH:14]=[CH:13][CH:12]=3)[OH:10])([CH2:5][CH2:6]1)[CH2:3][CH2:2]2.[CH3:23][O:24][CH2:25][CH2:26][Br:27]. Product: [Br-:27].[OH:10][C:9]([C:17]1[CH:22]=[CH:21][CH:20]=[CH:19][CH:18]=1)([C:11]1[CH:12]=[CH:13][CH:14]=[CH:15][CH:16]=1)[C:4]12[CH2:5][CH2:6][N+:1]([CH2:26][CH2:25][O:24][CH3:23])([CH2:2][CH2:3]1)[CH2:8][CH2:7]2. The catalyst class is: 23. (3) Reactant: [C:1]1([C:7]([N:9]=[C:10]=[S:11])=[O:8])[CH:6]=[CH:5][CH:4]=[CH:3][CH:2]=1.[CH3:12][O:13][C:14]1[CH:15]=[C:16]2[C:21](=[CH:22][C:23]=1[O:24][CH3:25])[N:20]=[CH:19][CH:18]=[C:17]2[O:26][C:27]1[CH:33]=[CH:32][C:30]([NH2:31])=[C:29]([CH3:34])[CH:28]=1.C1(C)C=CC=CC=1. Product: [C:7]([NH:9][C:10]([NH:31][C:30]1[CH:32]=[CH:33][C:27]([O:26][C:17]2[C:16]3[C:21](=[CH:22][C:23]([O:24][CH3:25])=[C:14]([O:13][CH3:12])[CH:15]=3)[N:20]=[CH:19][CH:18]=2)=[CH:28][C:29]=1[CH3:34])=[S:11])(=[O:8])[C:1]1[CH:6]=[CH:5][CH:4]=[CH:3][CH:2]=1. The catalyst class is: 8. (4) Reactant: C[O:2][C:3](=O)[CH2:4][CH2:5][C:6]1([CH3:24])[CH2:15][CH2:14][C:13]2[C:8](=[C:9]3[CH:20]4[CH2:21][CH2:22][CH2:23][CH:17]([CH2:18][CH2:19]4)[C:10]3=[C:11]([OH:16])[CH:12]=2)[O:7]1.[H-].[H-].[H-].[H-].[Li+].[Al+3]. Product: [OH:2][CH2:3][CH2:4][CH2:5][C:6]1([CH3:24])[CH2:15][CH2:14][C:13]2[C:8](=[C:9]3[CH:20]4[CH2:21][CH2:22][CH2:23][CH:17]([CH2:18][CH2:19]4)[C:10]3=[C:11]([OH:16])[CH:12]=2)[O:7]1. The catalyst class is: 1. (5) Reactant: [Cl:1][C:2]1[CH:3]=[C:4]([C:8]2[N:13]=[C:12]([C:14]3[NH:18][C:17](=[O:19])[O:16][N:15]=3)[CH:11]=[C:10]3[N:20]=[C:21]([CH:31]([C:33]4[CH:38]=[CH:37][CH:36]=[CH:35][C:34]=4[F:39])[OH:32])[N:22]([CH2:23][C@H:24]4[CH2:29][CH2:28][C@H:27]([CH3:30])[CH2:26][CH2:25]4)[C:9]=23)[CH:5]=[N:6][CH:7]=1.CC(OI1(OC(C)=O)(OC(C)=O)OC(=O)C2C1=CC=CC=2)=O.S([O-])([O-])(=O)=S.[Na+].[Na+]. Product: [Cl:1][C:2]1[CH:3]=[C:4]([C:8]2[C:9]3[N:22]([CH2:23][C@H:24]4[CH2:29][CH2:28][C@H:27]([CH3:30])[CH2:26][CH2:25]4)[C:21]([C:31]([C:33]4[CH:38]=[CH:37][CH:36]=[CH:35][C:34]=4[F:39])=[O:32])=[N:20][C:10]=3[CH:11]=[C:12]([C:14]3[NH:18][C:17](=[O:19])[O:16][N:15]=3)[N:13]=2)[CH:5]=[N:6][CH:7]=1. The catalyst class is: 4.